This data is from Full USPTO retrosynthesis dataset with 1.9M reactions from patents (1976-2016). The task is: Predict the reactants needed to synthesize the given product. (1) The reactants are: [N:1]([C:4](=[CH:9][C:10]1[CH:15]=[C:14]([O:16][CH3:17])[CH:13]=[C:12]([O:18][CH3:19])[CH:11]=1)[C:5]([O:7][CH3:8])=[O:6])=[N+]=[N-]. Given the product [CH3:19][O:18][C:12]1[CH:11]=[C:10]2[C:15](=[C:14]([O:16][CH3:17])[CH:13]=1)[NH:1][C:4]([C:5]([O:7][CH3:8])=[O:6])=[CH:9]2, predict the reactants needed to synthesize it. (2) Given the product [Cl:27][C:19]1[CH:18]=[C:17]([C:15]2[O:14][N:13]=[C:12]([C:9]3[CH:10]=[CH:11][C:6]([O:5][CH2:4][CH2:3][CH2:2][NH:30][CH3:29])=[CH:7][C:8]=3[CH3:28])[N:16]=2)[CH:22]=[CH:21][C:20]=1[O:23][CH:24]([CH3:26])[CH3:25], predict the reactants needed to synthesize it. The reactants are: Br[CH2:2][CH2:3][CH2:4][O:5][C:6]1[CH:11]=[CH:10][C:9]([C:12]2[N:16]=[C:15]([C:17]3[CH:22]=[CH:21][C:20]([O:23][CH:24]([CH3:26])[CH3:25])=[C:19]([Cl:27])[CH:18]=3)[O:14][N:13]=2)=[C:8]([CH3:28])[CH:7]=1.[CH3:29][NH2:30]. (3) Given the product [Br:25][C:26]1[S:30][C:29](/[CH:31]=[CH:32]/[S:20]([Cl:24])(=[O:22])=[O:21])=[CH:28][CH:27]=1, predict the reactants needed to synthesize it. The reactants are: C1(P(C2C=CC=CC=2)C2C=CC=CC=2)C=CC=CC=1.[S:20]([Cl:24])(Cl)(=[O:22])=[O:21].[Br:25][C:26]1[S:30][C:29](/[CH:31]=[CH:32]/S([O-])(=O)=O)=[CH:28][CH:27]=1.C([N+](CCCC)(CCCC)CCCC)CCC. (4) Given the product [NH:28]1[C:36]2[C:31](=[C:32]([C:2]3[N:3]=[C:4]([N:22]4[CH2:27][CH2:26][O:25][CH2:24][CH2:23]4)[C:5]4[O:10][C:9]5[N:11]=[CH:12][C:13](/[CH:15]=[CH:16]/[C:17]([N:19]([CH3:21])[CH3:20])=[O:18])=[CH:14][C:8]=5[C:6]=4[N:7]=3)[CH:33]=[CH:34][CH:35]=2)[CH:30]=[CH:29]1, predict the reactants needed to synthesize it. The reactants are: Cl[C:2]1[N:3]=[C:4]([N:22]2[CH2:27][CH2:26][O:25][CH2:24][CH2:23]2)[C:5]2[O:10][C:9]3[N:11]=[CH:12][C:13](/[CH:15]=[CH:16]/[C:17]([N:19]([CH3:21])[CH3:20])=[O:18])=[CH:14][C:8]=3[C:6]=2[N:7]=1.[NH:28]1[C:36]2[CH:35]=[CH:34][CH:33]=[C:32](B(O)O)[C:31]=2[CH:30]=[CH:29]1.C([O-])([O-])=O.[Na+].[Na+].O1CCOCC1. (5) The reactants are: [Si]([O:8][CH2:9][C:10]1[N:11]=[C:12]([CH:15]([C:17]2[CH:22]=[C:21]([C:23]3[C:24]4[CH:32]=[N:31][C:30]([N:33]5[CH2:38][CH2:37][O:36][CH2:35][CH2:34]5)=[CH:29][C:25]=4[N:26]=[CH:27][N:28]=3)[C:20]([F:39])=[CH:19][C:18]=2[Cl:40])[OH:16])[S:13][CH:14]=1)(C(C)(C)C)(C)C.Cl. Given the product [Cl:40][C:18]1[CH:19]=[C:20]([F:39])[C:21]([C:23]2[C:24]3[CH:32]=[N:31][C:30]([N:33]4[CH2:38][CH2:37][O:36][CH2:35][CH2:34]4)=[CH:29][C:25]=3[N:26]=[CH:27][N:28]=2)=[CH:22][C:17]=1[CH:15]([C:12]1[S:13][CH:14]=[C:10]([CH2:9][OH:8])[N:11]=1)[OH:16], predict the reactants needed to synthesize it. (6) Given the product [C:2]1([CH:1]([C:8]2[CH:13]=[CH:12][CH:11]=[CH:10][CH:9]=2)[S:17][CH2:16][C:21]([OH:23])=[O:22])[CH:7]=[CH:6][CH:5]=[CH:4][CH:3]=1, predict the reactants needed to synthesize it. The reactants are: [CH:1](O)([C:8]1[CH:13]=[CH:12][CH:11]=[CH:10][CH:9]=1)[C:2]1[CH:7]=[CH:6][CH:5]=[CH:4][CH:3]=1.N[C:16](N)=[S:17].ClC[C:21]([OH:23])=[O:22].Br. (7) Given the product [CH2:1]([C@H:8]1[CH2:9][N:10]([C:14]2[CH:19]=[CH:18][C:17]([O:20][CH3:21])=[C:16]([O:22][CH:23]3[CH2:27][CH2:26][CH2:25][CH2:24]3)[CH:15]=2)[CH2:11][CH2:12][N:13]1[S:29]([CH3:28])(=[O:31])=[O:30])[C:2]1[CH:3]=[CH:4][CH:5]=[CH:6][CH:7]=1, predict the reactants needed to synthesize it. The reactants are: [CH2:1]([C@@H:8]1[NH:13][CH2:12][CH2:11][N:10]([C:14]2[CH:19]=[CH:18][C:17]([O:20][CH3:21])=[C:16]([O:22][CH:23]3[CH2:27][CH2:26][CH2:25][CH2:24]3)[CH:15]=2)[CH2:9]1)[C:2]1[CH:7]=[CH:6][CH:5]=[CH:4][CH:3]=1.[CH3:28][S:29](Cl)(=[O:31])=[O:30]. (8) Given the product [CH3:1][O:2][C:3]1[CH:13]=[CH:12][C:6](/[CH:7]=[CH:8]/[C:9]([O:11][CH2:19][CH3:20])=[O:10])=[CH:5][CH:4]=1, predict the reactants needed to synthesize it. The reactants are: [CH3:1][O:2][C:3]1[CH:13]=[CH:12][C:6](/[CH:7]=[CH:8]/[C:9]([OH:11])=[O:10])=[CH:5][CH:4]=1.OS(O)(=O)=O.[CH3:19][CH2:20]O.